From a dataset of Peptide-MHC class I binding affinity with 185,985 pairs from IEDB/IMGT. Regression. Given a peptide amino acid sequence and an MHC pseudo amino acid sequence, predict their binding affinity value. This is MHC class I binding data. (1) The peptide sequence is TIEILRNYLR. The MHC is HLA-A68:01 with pseudo-sequence HLA-A68:01. The binding affinity (normalized) is 0.955. (2) The peptide sequence is YPGIKVRQL. The MHC is HLA-A68:02 with pseudo-sequence HLA-A68:02. The binding affinity (normalized) is 0. (3) The peptide sequence is QIDRLEDLSK. The MHC is HLA-A33:01 with pseudo-sequence HLA-A33:01. The binding affinity (normalized) is 0.113. (4) The peptide sequence is KYFVRSTEK. The MHC is HLA-A26:01 with pseudo-sequence HLA-A26:01. The binding affinity (normalized) is 0.0847. (5) The MHC is H-2-Kb with pseudo-sequence H-2-Kb. The binding affinity (normalized) is 0.251. The peptide sequence is IVLLSQSTI. (6) The peptide sequence is NELGYSGYF. The MHC is HLA-B39:01 with pseudo-sequence HLA-B39:01. The binding affinity (normalized) is 0.0847. (7) The peptide sequence is KRWAFRTGV. The MHC is HLA-B73:01 with pseudo-sequence HLA-B73:01. The binding affinity (normalized) is 0.322. (8) The peptide sequence is EPVDPRLEPW. The MHC is HLA-B54:01 with pseudo-sequence HLA-B54:01. The binding affinity (normalized) is 0. (9) The peptide sequence is DFPIFNQRY. The MHC is HLA-B08:01 with pseudo-sequence HLA-B08:01. The binding affinity (normalized) is 0.0847. (10) The peptide sequence is KFNPMKTYI. The MHC is HLA-A30:02 with pseudo-sequence HLA-A30:02. The binding affinity (normalized) is 0.233.